Predict the product of the given reaction. From a dataset of Forward reaction prediction with 1.9M reactions from USPTO patents (1976-2016). (1) Given the reactants [CH3:1][O:2][C:3]1[CH:4]=[C:5]([C:9]2[CH:17]=[CH:16][CH:15]=[C:14]3[C:10]=2[CH2:11][C:12](=[O:18])[NH:13]3)[CH:6]=[CH:7][CH:8]=1.[CH3:19][C:20]1[C:24]([C:25]([N:27]2[CH2:32][CH2:31][N:30]([CH3:33])[CH2:29][CH2:28]2)=[O:26])=[C:23]([CH3:34])[NH:22][C:21]=1[CH:35]=O, predict the reaction product. The product is: [CH3:19][C:20]1[C:24]([C:25]([N:27]2[CH2:28][CH2:29][N:30]([CH3:33])[CH2:31][CH2:32]2)=[O:26])=[C:23]([CH3:34])[NH:22][C:21]=1[CH:35]=[C:11]1[C:10]2[C:14](=[CH:15][CH:16]=[CH:17][C:9]=2[C:5]2[CH:6]=[CH:7][CH:8]=[C:3]([O:2][CH3:1])[CH:4]=2)[NH:13][C:12]1=[O:18]. (2) Given the reactants [O:1]1[C:6]2[CH:7]=[CH:8][C:9]([CH2:11][NH:12][CH2:13][C:14]3[CH2:15][NH:16][CH2:17][CH2:18][CH:19]=3)=[CH:10][C:5]=2[O:4][CH2:3][CH2:2]1.[CH3:20][O:21][C:22]1[CH:23]=[C:24]2[C:29](=[CH:30][CH:31]=1)[N:28]=[CH:27][CH:26]=[C:25]2[CH:32]1[CH2:34][O:33]1, predict the reaction product. The product is: [O:1]1[C:6]2[CH:7]=[CH:8][C:9]([CH2:11][NH:12][CH2:13][C:14]3[CH2:15][N:16]([CH2:34][CH:32]([C:25]4[C:24]5[C:29](=[CH:30][CH:31]=[C:22]([O:21][CH3:20])[CH:23]=5)[N:28]=[CH:27][CH:26]=4)[OH:33])[CH2:17][CH2:18][CH:19]=3)=[CH:10][C:5]=2[O:4][CH2:3][CH2:2]1. (3) Given the reactants [C:1]([C:4]1[C:12]2[C:7](=[CH:8][C:9]([C:13](O)=[O:14])=[CH:10][CH:11]=2)[N:6]([CH2:16][C:17]([N:19]2[CH2:23][C@H:22]([F:24])[CH2:21][C@H:20]2[C:25](=[O:36])[NH:26][CH2:27][C:28]2[CH:33]=[CH:32][CH:31]=[C:30]([Cl:34])[C:29]=2[F:35])=[O:18])[CH:5]=1)(=[O:3])[CH3:2].[C:37]1([S:43]([NH2:46])(=[O:45])=[O:44])[CH:42]=[CH:41][CH:40]=[CH:39][CH:38]=1.CN(C(ON1N=NC2C=CC=NC1=2)=[N+](C)C)C.F[P-](F)(F)(F)(F)F, predict the reaction product. The product is: [C:1]([C:4]1[C:12]2[C:7](=[CH:8][C:9]([C:13]([NH:46][S:43]([C:37]3[CH:42]=[CH:41][CH:40]=[CH:39][CH:38]=3)(=[O:45])=[O:44])=[O:14])=[CH:10][CH:11]=2)[N:6]([CH2:16][C:17]([N:19]2[CH2:23][C@H:22]([F:24])[CH2:21][C@H:20]2[C:25](=[O:36])[NH:26][CH2:27][C:28]2[CH:33]=[CH:32][CH:31]=[C:30]([Cl:34])[C:29]=2[F:35])=[O:18])[CH:5]=1)(=[O:3])[CH3:2]. (4) The product is: [F:1][C:2]1[C:10]([O:11][C:12]2[C:17]3=[C:18]([CH3:25])[C:19]([O:29][CH2:27][C@@H:28]([OH:41])[CH2:30][OH:31])=[CH:20][N:16]3[N:15]=[CH:14][N:13]=2)=[CH:9][CH:8]=[C:7]2[C:3]=1[CH:4]=[C:5]([CH3:26])[NH:6]2. Given the reactants [F:1][C:2]1[C:10]([O:11][C:12]2[C:17]3=[C:18]([CH3:25])[C:19](C(O)(C)C)=[CH:20][N:16]3[N:15]=[CH:14][N:13]=2)=[CH:9][CH:8]=[C:7]2[C:3]=1[CH:4]=[C:5]([CH3:26])[NH:6]2.[CH2:27]1[O:29][CH:28]1[CH2:30][OH:31].C(N(CC)CC)C.C([OH:41])C, predict the reaction product. (5) Given the reactants [NH2:1][C:2]1[CH:3]=[C:4]([CH:14]=[CH:15][C:16]=1[O:17][CH3:18])[C:5]([NH:7][C:8]1[CH:13]=[CH:12][CH:11]=[CH:10][CH:9]=1)=[O:6].[CH3:19][C:20]1[CH:25]=[CH:24][C:23]([Bi]([C:23]2[CH:24]=[CH:25][C:20]([CH3:19])=[CH:21][CH:22]=2)[C:23]2[CH:24]=[CH:25][C:20]([CH3:19])=[CH:21][CH:22]=2)=[CH:22][CH:21]=1.C(N(CC)CC)C, predict the reaction product. The product is: [CH3:19][C:20]1[CH:25]=[CH:24][C:23]([NH:1][C:2]2[CH:3]=[C:4]([CH:14]=[CH:15][C:16]=2[O:17][CH3:18])[C:5]([NH:7][C:8]2[CH:13]=[CH:12][CH:11]=[CH:10][CH:9]=2)=[O:6])=[CH:22][CH:21]=1. (6) Given the reactants [Cl:1][C:2]1[CH:7]=[CH:6][C:5]([C:8]2[N:12]([C:13]3[CH:18]=[CH:17][CH:16]=[CH:15][C:14]=3[OH:19])[N:11]=[C:10]([CH:20]3[CH2:25][C:24]([CH3:27])([CH3:26])[O:23][C:22]([CH3:29])([CH3:28])[CH2:21]3)[CH:9]=2)=[CH:4][CH:3]=1.[C:30](OC(O[C:30]([CH3:33])([CH3:32])[CH3:31])N(C)C)([CH3:33])([CH3:32])[CH3:31], predict the reaction product. The product is: [C:30]([O:19][C:14]1[CH:15]=[CH:16][CH:17]=[CH:18][C:13]=1[N:12]1[C:8]([C:5]2[CH:6]=[CH:7][C:2]([Cl:1])=[CH:3][CH:4]=2)=[CH:9][C:10]([CH:20]2[CH2:25][C:24]([CH3:27])([CH3:26])[O:23][C:22]([CH3:29])([CH3:28])[CH2:21]2)=[N:11]1)([CH3:33])([CH3:32])[CH3:31]. (7) Given the reactants [Cl:1][C:2]1[CH:3]=[C:4]([C:8]2[N:9]([CH2:21][C@@H:22]([OH:25])[CH2:23][OH:24])[CH:10]=[C:11]3[C:16]=2[C:15](=[O:17])[N:14]([CH3:18])[C:13](=[O:19])[N:12]3[CH3:20])[CH:5]=[CH:6][CH:7]=1.[C:26]([Si:30](Cl)([CH3:32])[CH3:31])([CH3:29])([CH3:28])[CH3:27].N1C=CN=C1, predict the reaction product. The product is: [Si:30]([O:24][CH2:23][C@H:22]([OH:25])[CH2:21][N:9]1[C:8]([C:4]2[CH:5]=[CH:6][CH:7]=[C:2]([Cl:1])[CH:3]=2)=[C:16]2[C:11]([N:12]([CH3:20])[C:13](=[O:19])[N:14]([CH3:18])[C:15]2=[O:17])=[CH:10]1)([C:26]([CH3:29])([CH3:28])[CH3:27])([CH3:32])[CH3:31]. (8) The product is: [F:1][C:2]1[C:3]([C:31]2[CH:32]=[CH:33][C:34]([NH:37][S:38]([CH:41]3[CH2:43][CH2:42]3)(=[O:40])=[O:39])=[CH:35][CH:36]=2)=[C:4]2[C:14]3[C:9](=[CH:10][N:11]=[C:12]([C:15]4[CH:16]=[N:17][CH:18]=[CH:19][CH:20]=4)[CH:13]=3)[NH:8][C:5]2=[N:6][CH:7]=1. Given the reactants [F:1][C:2]1[C:3]([C:31]2[CH:36]=[CH:35][C:34]([NH:37][S:38]([CH:41]3[CH2:43][CH2:42]3)(=[O:40])=[O:39])=[CH:33][CH:32]=2)=[C:4]2[C:14]3[C:9](=[CH:10][N:11]=[C:12]([C:15]4[CH:16]=[N:17][CH:18]=[CH:19][CH:20]=4)[CH:13]=3)[N:8](S(C3C=CC(C)=CC=3)(=O)=O)[C:5]2=[N:6][CH:7]=1.O.[OH-].[Li+], predict the reaction product. (9) Given the reactants P(Cl)(Cl)(Cl)(Cl)Cl.[Cl:7][C:8]1[CH:19]=[C:18]([O:20][CH3:21])[CH:17]=[CH:16][C:9]=1[O:10][CH2:11][CH2:12][C:13]([OH:15])=O.[Cl-].[Al+3].[Cl-].[Cl-], predict the reaction product. The product is: [Cl:7][C:8]1[CH:19]=[C:18]([O:20][CH3:21])[CH:17]=[C:16]2[C:9]=1[O:10][CH2:11][CH2:12][C:13]2=[O:15]. (10) Given the reactants N([O-])=O.[Na+].N[C:6]1[CH:7]=[C:8]([C:18](=[O:20])[CH3:19])[CH:9]=[CH:10][C:11]=1[CH:12]1[CH2:17][CH2:16][CH2:15][CH2:14][CH2:13]1.[ClH:21], predict the reaction product. The product is: [Cl:21][C:6]1[CH:7]=[C:8]([C:18](=[O:20])[CH3:19])[CH:9]=[CH:10][C:11]=1[CH:12]1[CH2:17][CH2:16][CH2:15][CH2:14][CH2:13]1.